From a dataset of Catalyst prediction with 721,799 reactions and 888 catalyst types from USPTO. Predict which catalyst facilitates the given reaction. Reactant: Cl[CH2:2][Si:3]([CH3:6])([CH3:5])[CH3:4].[O:7]=[CH:8][C:9]1[CH:17]=[CH:16][C:14]([OH:15])=[C:11]([O:12][CH3:13])[CH:10]=1.C(=O)([O-])[O-].[K+].[K+].C(O)C.O. Product: [CH3:13][O:12][C:11]1[CH:10]=[C:9]([CH:17]=[CH:16][C:14]=1[O:15][CH2:2][Si:3]([CH3:6])([CH3:5])[CH3:4])[CH:8]=[O:7]. The catalyst class is: 3.